The task is: Predict the product of the given reaction.. This data is from Forward reaction prediction with 1.9M reactions from USPTO patents (1976-2016). (1) Given the reactants [CH2:1]([Li])[CH2:2][CH2:3][CH3:4].O=O.Br[C:9]1[CH:14]=[CH:13][C:12]([Cl:15])=[C:11]([CH2:16][C:17]2[CH:22]=[CH:21][C:20]([O:23][CH3:24])=[CH:19][CH:18]=2)[CH:10]=1.CON(C)[C:28](=[O:80])[C@H:29]([O:72]CC1C=CC=CC=1)[C@@H:30]([O:64][CH2:65][C:66]1[CH:71]=[CH:70][CH:69]=[CH:68][CH:67]=1)[C@H:31]([O:56][CH2:57][C:58]1[CH:63]=[CH:62][CH:61]=[CH:60][CH:59]=1)[C:32]([OH:55])([CH2:44][O:45][CH2:46][C:47]1[CH:52]=[CH:51][C:50]([O:53][CH3:54])=[CH:49][CH:48]=1)[CH2:33][O:34][CH2:35][C:36]1[CH:41]=[CH:40][C:39]([O:42][CH3:43])=[CH:38][CH:37]=1.[Al].O1C[CH2:86][CH2:85][CH2:84]1, predict the reaction product. The product is: [CH2:1]([O:72][CH:29]1[C@@H:30]([O:64][CH2:65][C:66]2[CH:67]=[CH:68][CH:69]=[CH:70][CH:71]=2)[C@H:31]([O:56][CH2:57][C:58]2[CH:63]=[CH:62][CH:61]=[CH:60][CH:59]=2)[C:32]([CH2:44][O:45][CH2:46][C:47]2[CH:48]=[CH:49][C:50]([O:53][CH3:54])=[CH:51][CH:52]=2)([CH2:33][O:34][CH2:35][C:36]2[CH:37]=[CH:38][C:39]([O:42][CH3:43])=[CH:40][CH:41]=2)[O:55][C:28]1([C:9]1[CH:14]=[CH:13][C:12]([Cl:15])=[C:11]([CH2:16][C:17]2[CH:22]=[CH:21][C:20]([O:23][CH3:24])=[CH:19][CH:18]=2)[CH:10]=1)[OH:80])[C:2]1[CH:86]=[CH:85][CH:84]=[CH:4][CH:3]=1. (2) Given the reactants [CH2:1]([O:8][C:9]1[C:16]([Br:17])=[CH:15][CH:14]=[CH:13][C:10]=1C=O)[C:2]1[CH:7]=[CH:6][CH:5]=[CH:4][CH:3]=1.ClC1C=CC=C(C(OO)=[O:26])C=1.[O-2].[Al+3].[O-2].[O-2].[Al+3], predict the reaction product. The product is: [CH2:1]([O:8][C:9]1[C:16]([Br:17])=[CH:15][CH:14]=[CH:13][C:10]=1[OH:26])[C:2]1[CH:7]=[CH:6][CH:5]=[CH:4][CH:3]=1.